This data is from Reaction yield outcomes from USPTO patents with 853,638 reactions. The task is: Predict the reaction yield, written as a fraction of the theoretical maximum amount of product (1.0 means a 100% yield; for example, 0.34 means a 34% yield). (1) The reactants are C(P1(=O)OP(CCC)(=O)OP(CCC)(=O)O1)CC.[C:19]([O:23][C:24]([N:26]1[CH2:35][CH2:34][C:33]2[N:32]=[C:31]([O:36][CH3:37])[CH:30]=[CH:29][C:28]=2[CH:27]1[C:38]([OH:40])=O)=[O:25])([CH3:22])([CH3:21])[CH3:20].[F:41][C:42]1[CH:43]=[C:44]([NH2:53])[CH:45]=[C:46]2[C:50]=1[C:49]([CH3:52])([CH3:51])[CH2:48][CH2:47]2.CCN(C(C)C)C(C)C. The catalyst is CN(C1C=CN=CC=1)C.C(OCC)(=O)C.O. The product is [F:41][C:42]1[CH:43]=[C:44]([NH:53][C:38]([CH:27]2[N:26]([C:24]([O:23][C:19]([CH3:21])([CH3:20])[CH3:22])=[O:25])[CH2:35][CH2:34][C:33]3[N:32]=[C:31]([O:36][CH3:37])[CH:30]=[CH:29][C:28]2=3)=[O:40])[CH:45]=[C:46]2[C:50]=1[C:49]([CH3:51])([CH3:52])[CH2:48][CH2:47]2. The yield is 0.810. (2) The reactants are [CH2:1]1[C@@H:5]2[CH2:6][NH:7][CH2:8][C@@H:4]2[CH2:3][N:2]1[C:9]([O:11][C:12]([CH3:15])([CH3:14])[CH3:13])=[O:10].C(N(CC)CC)C.[Br:23][CH2:24][C:25](Cl)=[O:26]. No catalyst specified. The product is [Br:23][CH2:24][C:25]([N:7]1[CH2:6][C@@H:5]2[CH2:1][N:2]([C:9]([O:11][C:12]([CH3:15])([CH3:14])[CH3:13])=[O:10])[CH2:3][C@@H:4]2[CH2:8]1)=[O:26]. The yield is 1.00. (3) The reactants are [Cl:1][CH2:2][C:3](=[O:20])[C@@H:4]([NH:12][C:13](=[O:19])[O:14][C:15]([CH3:18])([CH3:17])[CH3:16])[CH2:5][CH:6]1[CH2:11][CH2:10][CH2:9][CH2:8][CH2:7]1.[BH4-].[Na+]. The catalyst is C1COCC1.O. The product is [Cl:1][CH2:2][C@@H:3]([OH:20])[C@@H:4]([NH:12][C:13](=[O:19])[O:14][C:15]([CH3:16])([CH3:17])[CH3:18])[CH2:5][CH:6]1[CH2:11][CH2:10][CH2:9][CH2:8][CH2:7]1. The yield is 0.400. (4) The reactants are [CH3:1][O:2][CH2:3][C:4]1[N:9]=[C:8]([S:10][CH3:11])[N:7]=[C:6]([OH:12])[CH:5]=1.C(N(CC)C(C)C)(C)C.[F:22][C:23]([F:36])([F:35])[S:24](O[S:24]([C:23]([F:36])([F:35])[F:22])(=[O:26])=[O:25])(=[O:26])=[O:25]. The catalyst is ClCCl. The product is [F:22][C:23]([F:36])([F:35])[S:24]([O:12][C:6]1[CH:5]=[C:4]([CH2:3][O:2][CH3:1])[N:9]=[C:8]([S:10][CH3:11])[N:7]=1)(=[O:26])=[O:25]. The yield is 0.940. (5) The reactants are Br[C:2]1[CH:7]=[CH:6][CH:5]=[CH:4][C:3]=1[C:8]1[N:12]([C:13]([CH3:16])([CH3:15])[CH3:14])[C:11]2[CH:17]=[CH:18][C:19]([C:21]3[CH:22]=[N:23][C:24]([NH2:27])=[N:25][CH:26]=3)=[CH:20][C:10]=2[N:9]=1.[NH:28]1[CH:32]=[CH:31][N:30]=[N:29]1.C([O-])([O-])=O.[Cs+].[Cs+]. The catalyst is CN(C=O)C. The product is [C:13]([N:12]1[C:11]2[CH:17]=[CH:18][C:19]([C:21]3[CH:22]=[N:23][C:24]([NH2:27])=[N:25][CH:26]=3)=[CH:20][C:10]=2[N:9]=[C:8]1[C:3]1[CH:4]=[CH:5][CH:6]=[CH:7][C:2]=1[N:29]1[N:30]=[CH:31][CH:32]=[N:28]1)([CH3:16])([CH3:15])[CH3:14]. The yield is 0.290. (6) The product is [CH:1]1([N:6]([CH3:18])[C:7]2[C:8]([CH3:17])=[C:9]([CH:14]=[CH:15][CH:16]=2)[C:10]([O:12][CH3:13])=[O:11])[CH2:5][CH2:4][CH2:3][CH2:2]1. The catalyst is C(#N)C. The reactants are [CH:1]1([NH:6][C:7]2[C:8]([CH3:17])=[C:9]([CH:14]=[CH:15][CH:16]=2)[C:10]([O:12][CH3:13])=[O:11])[CH2:5][CH2:4][CH2:3][CH2:2]1.[C:18](=O)([O-])[O-].[Cs+].[Cs+].CI. The yield is 0.850. (7) The reactants are CCN=C=NCCCN(C)C.C1C=CC2N(O)N=NC=2C=1.[Br:22][C:23]1[CH:28]=[CH:27][C:26]([NH:29][C:30]2[C:38]([C:39](O)=[O:40])=[C:37]3[N:33]([CH2:34][CH2:35][CH2:36]3)[C:32](=[O:42])[C:31]=2[F:43])=[C:25]([F:44])[CH:24]=1.[CH2:45]([O:47][NH2:48])[CH3:46]. The catalyst is CN(C=O)C. The product is [CH2:45]([O:47][NH:48][C:39]([C:38]1[C:30]([NH:29][C:26]2[CH:27]=[CH:28][C:23]([Br:22])=[CH:24][C:25]=2[F:44])=[C:31]([F:43])[C:32](=[O:42])[N:33]2[C:37]=1[CH2:36][CH2:35][CH2:34]2)=[O:40])[CH3:46]. The yield is 0.440. (8) The yield is 1.00. The catalyst is CC#N. The reactants are Br[CH2:2][C:3]([C:5]1[CH:10]=[CH:9][CH:8]=[CH:7][CH:6]=1)=O.[NH2:11][C:12]1[C:17]([N+:18]([O-:20])=[O:19])=[CH:16][CH:15]=[CH:14][C:13]=1[OH:21].C([O-])([O-])=O.[K+].[K+].CCOC(C)=O. The product is [N+:18]([C:17]1[C:12]2[N:11]=[C:3]([C:5]3[CH:10]=[CH:9][CH:8]=[CH:7][CH:6]=3)[CH2:2][O:21][C:13]=2[CH:14]=[CH:15][CH:16]=1)([O-:20])=[O:19].